Predict the reactants needed to synthesize the given product. From a dataset of Full USPTO retrosynthesis dataset with 1.9M reactions from patents (1976-2016). The reactants are: C(=O)([O-])[O-].[K+].[K+].[CH3:7][O:8][C:9]1[CH:14]=[CH:13][C:12]([NH2:15])=[CH:11][CH:10]=1.[CH:16]1[C:25]2[C:20](=[CH:21][CH:22]=[CH:23][CH:24]=2)[CH:19]=[CH:18][C:17]=1[O:26][CH2:27][CH2:28][CH2:29][CH2:30]Cl. Given the product [CH3:7][O:8][C:9]1[CH:14]=[CH:13][C:12]([NH:15][CH2:30][CH2:29][CH2:28][CH2:27][O:26][C:17]2[CH:18]=[CH:19][C:20]3[C:25](=[CH:24][CH:23]=[CH:22][CH:21]=3)[CH:16]=2)=[CH:11][CH:10]=1, predict the reactants needed to synthesize it.